Dataset: Forward reaction prediction with 1.9M reactions from USPTO patents (1976-2016). Task: Predict the product of the given reaction. (1) Given the reactants [C:1]([O:4][C:5]1[CH:10]=[C:9]([CH3:11])[C:8]([NH:12][C:13](=[O:15])[CH3:14])=[C:7]([NH2:16])[CH:6]=1)(=[O:3])[CH3:2].Br[CH2:18][C:19]1[CH:24]=[CH:23][C:22]([O:25][CH2:26][CH2:27][CH2:28][CH2:29][CH3:30])=[CH:21][C:20]=1[Cl:31].C(=O)([O-])[O-].[K+].[K+].CN(C)C=O, predict the reaction product. The product is: [C:1]([O:4][C:5]1[CH:10]=[C:9]([CH3:11])[C:8]([NH:12][C:13](=[O:15])[CH3:14])=[C:7]([NH:16][CH2:18][C:19]2[CH:24]=[CH:23][C:22]([O:25][CH2:26][CH2:27][CH2:28][CH2:29][CH3:30])=[CH:21][C:20]=2[Cl:31])[CH:6]=1)(=[O:3])[CH3:2]. (2) Given the reactants [CH:1]1([C:4]([C:7]2[O:15][C:14]3[C:9](=[N:10][CH:11]=[CH:12][CH:13]=3)[CH:8]=2)(O)[CH3:5])[CH2:3][CH2:2]1.[NH:16]1[C:24]2[C:19](=[CH:20][CH:21]=[CH:22][C:23]=2[NH:25][S:26]([CH3:29])(=[O:28])=[O:27])[CH:18]=[CH:17]1.C(O)(C(F)(F)F)=O, predict the reaction product. The product is: [CH:1]1([C:4]([C:18]2[C:19]3[C:24](=[C:23]([NH:25][S:26]([CH3:29])(=[O:27])=[O:28])[CH:22]=[CH:21][CH:20]=3)[NH:16][CH:17]=2)([C:7]2[O:15][C:14]3[C:9](=[N:10][CH:11]=[CH:12][CH:13]=3)[CH:8]=2)[CH3:5])[CH2:3][CH2:2]1. (3) Given the reactants [C:1]([CH2:3][NH:4][C:5](=[O:12])[C@@H:6]([OH:11])[CH2:7][CH:8]([CH3:10])[CH3:9])#[N:2].ClC(Cl)(Cl)C(=N)O[CH:17]([C:24]1[CH:29]=[CH:28][C:27]([Br:30])=[CH:26][CH:25]=1)[C:18]1[CH:23]=[CH:22][CH:21]=[CH:20][CH:19]=1, predict the reaction product. The product is: [Br:30][C:27]1[CH:26]=[CH:25][C:24]([CH:17]([C:18]2[CH:19]=[CH:20][CH:21]=[CH:22][CH:23]=2)[O:11][C@@H:6]([CH2:7][CH:8]([CH3:9])[CH3:10])[C:5]([NH:4][CH2:3][C:1]#[N:2])=[O:12])=[CH:29][CH:28]=1. (4) Given the reactants [CH2:1]([C:8]1[C:9](I)=[N:10][C:11]2[C:16]([CH:17]=1)=[CH:15][CH:14]=[CH:13][CH:12]=2)[C:2]1[CH:7]=[CH:6][CH:5]=[CH:4][CH:3]=1.C([Mg]Cl)(C)C.[CH:24](=[O:28])[CH:25]([CH3:27])[CH3:26].C(OCC)(=O)C, predict the reaction product. The product is: [CH2:1]([C:8]1[C:9]([CH:24]([OH:28])[CH:25]([CH3:27])[CH3:26])=[N:10][C:11]2[C:16]([CH:17]=1)=[CH:15][CH:14]=[CH:13][CH:12]=2)[C:2]1[CH:7]=[CH:6][CH:5]=[CH:4][CH:3]=1. (5) The product is: [CH2:19]([N:26]1[CH:17]=[CH:16][CH:15]([CH2:14][CH:8]2[CH2:7][CH2:6][C:5]3[C:10](=[CH:11][CH:12]=[C:3]([O:2][CH3:1])[CH:4]=3)[C:9]2=[O:13])[C:28]([C:29]([O:31][CH3:32])=[O:30])=[C:27]1[CH3:33])[C:20]1[CH:25]=[CH:24][CH:23]=[CH:22][CH:21]=1. Given the reactants [CH3:1][O:2][C:3]1[CH:4]=[C:5]2[C:10](=[CH:11][CH:12]=1)[C:9](=[O:13])[CH:8]([CH2:14]/[CH:15]=[CH:16]/[CH:17]=O)[CH2:7][CH2:6]2.[CH2:19]([NH:26][C:27]([CH3:33])=[CH:28][C:29]([O:31][CH3:32])=[O:30])[C:20]1[CH:25]=[CH:24][CH:23]=[CH:22][CH:21]=1, predict the reaction product. (6) Given the reactants F[C:2](F)(F)[C:3]([OH:5])=O.[NH2:8][CH2:9][C:10]1[N:15]=[C:14]([C:16]2[S:17][C:18]3[CH:26]=[CH:25][CH:24]=[CH:23][C:19]=3[C:20](=[O:22])[N:21]=2)[CH:13]=[CH:12][CH:11]=1.C(Cl)(=O)C.C(OCC)(=O)C.O1CCCC1, predict the reaction product. The product is: [O:22]=[C:20]1[C:19]2[CH:23]=[CH:24][CH:25]=[CH:26][C:18]=2[S:17][C:16]([C:14]2[N:15]=[C:10]([CH2:9][NH:8][C:3](=[O:5])[CH3:2])[CH:11]=[CH:12][CH:13]=2)=[N:21]1. (7) Given the reactants [Br:1][C:2]1[CH:3]=[CH:4][C:5]([OH:24])=[C:6]([C:8]2[CH:13]=[CH:12][CH:11]=[CH:10][C:9]=2[C:14]2[N:19]=[C:18]([C:20]([O:22][CH3:23])=[O:21])[CH:17]=[CH:16][CH:15]=2)[CH:7]=1.[CH3:25][CH:26]([CH2:29][CH3:30])[CH2:27]O.C1(P(C2C=CC=CC=2)C2C=CC=CC=2)C=CC=CC=1.N(C(OC(C)C)=O)=NC(OC(C)C)=O, predict the reaction product. The product is: [Br:1][C:2]1[CH:3]=[CH:4][C:5]([O:24][CH2:25][CH:26]([CH3:27])[CH2:29][CH3:30])=[C:6]([C:8]2[CH:13]=[CH:12][CH:11]=[CH:10][C:9]=2[C:14]2[N:19]=[C:18]([C:20]([O:22][CH3:23])=[O:21])[CH:17]=[CH:16][CH:15]=2)[CH:7]=1. (8) The product is: [CH2:1]([N:8]([CH2:26][C:27]1[CH:28]=[CH:29][CH:30]=[CH:31][CH:32]=1)[C@H:9]1[CH2:14][CH2:13][C@@H:12]([N:15]([CH:17]([CH3:19])[CH3:18])[CH3:16])[CH2:11][C@H:10]1[CH2:20][CH:21]([OH:25])[CH:22]([CH3:23])[CH3:24])[C:2]1[CH:3]=[CH:4][CH:5]=[CH:6][CH:7]=1. Given the reactants [CH2:1]([N:8]([CH2:26][C:27]1[CH:32]=[CH:31][CH:30]=[CH:29][CH:28]=1)[C@H:9]1[CH2:14][CH2:13][C@@H:12]([N:15]([CH:17]([CH3:19])[CH3:18])[CH3:16])[CH2:11][C@H:10]1[CH2:20][C:21](=[O:25])[CH:22]([CH3:24])[CH3:23])[C:2]1[CH:7]=[CH:6][CH:5]=[CH:4][CH:3]=1.[BH4-].[Na+].[NH4+].[Cl-].C([O-])(O)=O.[Na+], predict the reaction product. (9) Given the reactants C(C1C=CC(C(NC2C=CC(C3C=C4C(CN([C@@H](C(C)C)C(O)=O)C4=O)=CC=3)=NC=2)=O)=CC=1)(C)(C)C.[C:37]([C:41]1[CH:73]=[CH:72][C:44]([C:45]([NH:47][C:48]2[N:49]=[CH:50][C:51]([C:54]3[CH:62]=[C:61]4[C:57]([CH2:58][N:59]([C@@H:64]([CH:69]([CH3:71])[CH3:70])[C:65]([O:67]C)=[O:66])[C:60]4=[O:63])=[CH:56][CH:55]=3)=[N:52][CH:53]=2)=[O:46])=[CH:43][CH:42]=1)([CH3:40])([CH3:39])[CH3:38], predict the reaction product. The product is: [C:37]([C:41]1[CH:73]=[CH:72][C:44]([C:45]([NH:47][C:48]2[N:49]=[CH:50][C:51]([C:54]3[CH:62]=[C:61]4[C:57]([CH2:58][N:59]([C@@H:64]([CH:69]([CH3:70])[CH3:71])[C:65]([OH:67])=[O:66])[C:60]4=[O:63])=[CH:56][CH:55]=3)=[N:52][CH:53]=2)=[O:46])=[CH:43][CH:42]=1)([CH3:39])([CH3:38])[CH3:40]. (10) The product is: [CH2:51]([C@H:36]1[NH:35][C:33](=[O:34])[C@@H:32]([CH3:58])[NH:31][C:29](=[O:30])[CH2:28][C@@H:27](/[CH:59]=[CH:60]/[CH2:61][CH2:62][S:63][C:17]([C:9]2[CH:8]=[CH:13][CH:12]=[CH:11][CH:10]=2)([C:8]2[CH:13]=[CH:12][CH:11]=[CH:10][CH:9]=2)[C:9]2[CH:10]=[CH:11][CH:12]=[CH:13][CH:8]=2)[O:46][C:45](=[O:47])[CH2:44][NH:43][C:41](=[O:42])[C@@H:40]([CH:48]([CH3:50])[CH3:49])[NH:39][C:37]1=[O:38])[C:52]1[CH:57]=[CH:56][CH:55]=[CH:54][CH:53]=1. Given the reactants [CH3:17][C:9]1[CH:10]=[CH:11][CH:12]=[C:13]([N+]([O-])=O)[C:8]=1C(OC(=O)[C:8]1[C:13]([N+]([O-])=O)=[CH:12][CH:11]=[CH:10][C:9]=1[CH3:17])=O.O[C@@H:27](/[CH:59]=[CH:60]/[CH2:61][CH2:62][S:63]C(C1C=CC=CC=1)(C1C=CC=CC=1)C1C=CC=CC=1)[CH2:28][C:29]([NH:31][C@H:32]([CH3:58])[C:33]([NH:35][C@H:36]([CH2:51][C:52]1[CH:57]=[CH:56][CH:55]=[CH:54][CH:53]=1)[C:37]([NH:39][C@H:40]([CH:48]([CH3:50])[CH3:49])[C:41]([NH:43][CH2:44][C:45]([OH:47])=[O:46])=[O:42])=[O:38])=[O:34])=[O:30].CN(C=O)C, predict the reaction product.